Dataset: Reaction yield outcomes from USPTO patents with 853,638 reactions. Task: Predict the reaction yield, written as a fraction of the theoretical maximum amount of product (1.0 means a 100% yield; for example, 0.34 means a 34% yield). The reactants are C([O:8][C@@H:9]1[C@@H:17]([CH2:18][CH:19]([F:21])[F:20])[O:16][C@H:15]2[C@H:11]([N:12]=[C:13]([N:22]([CH3:24])[CH3:23])[S:14]2)[C@H:10]1[O:25]CC1C=CC=CC=1)C1C=CC=CC=1.B(Cl)(Cl)Cl.CO.[NH4+].[OH-]. The product is [F:21][CH:19]([F:20])[CH2:18][C@H:17]1[O:16][C@H:15]2[C@H:11]([N:12]=[C:13]([N:22]([CH3:24])[CH3:23])[S:14]2)[C@@H:10]([OH:25])[C@@H:9]1[OH:8]. The catalyst is ClCCl. The yield is 0.250.